From a dataset of Full USPTO retrosynthesis dataset with 1.9M reactions from patents (1976-2016). Predict the reactants needed to synthesize the given product. Given the product [CH3:1][N:2]1[CH2:26][CH2:25][C:5]2[N:6]([CH2:14][CH:15]([C:19]3[CH:20]=[CH:21][N:22]=[CH:23][CH:24]=3)[C:16]([O:18][C:28]([CH3:30])([CH3:29])[CH3:27])=[O:17])[C:7]3[CH:8]=[CH:9][C:10]([CH3:13])=[CH:11][C:12]=3[C:4]=2[CH2:3]1, predict the reactants needed to synthesize it. The reactants are: [CH3:1][N:2]1[CH2:26][CH2:25][C:5]2[N:6]([CH2:14][CH:15]([C:19]3[CH:24]=[CH:23][N:22]=[CH:21][CH:20]=3)[C:16]([OH:18])=[O:17])[C:7]3[CH:8]=[CH:9][C:10]([CH3:13])=[CH:11][C:12]=3[C:4]=2[CH2:3]1.[CH3:27][C:28](OC(OC(O[C:28]([CH3:30])([CH3:29])[CH3:27])=O)=O)([CH3:30])[CH3:29].C(O)(C)(C)C.C(O)(=O)CC(CC(O)=O)(C(O)=O)O.